Predict which catalyst facilitates the given reaction. From a dataset of Catalyst prediction with 721,799 reactions and 888 catalyst types from USPTO. (1) Product: [CH2:22]([O:21][C:15]1([O:18][CH2:19][CH3:20])[CH2:14][CH2:13][CH:12]([CH2:10][OH:9])[CH2:17][CH2:16]1)[CH3:23]. Reactant: [H-].[Al+3].[Li+].[H-].[H-].[H-].C([O:9][C:10]([CH:12]1[CH2:17][CH2:16][C:15]([O:21][CH2:22][CH3:23])([O:18][CH2:19][CH3:20])[CH2:14][CH2:13]1)=O)C.O.S([O-])([O-])(=O)=O.[Na+].[Na+]. The catalyst class is: 1. (2) Reactant: C(OC([N:6]([C:18]([O:20][CH2:21][CH3:22])=[O:19])[C:7]1[C:12]([N+:13]([O-:15])=[O:14])=[CH:11][C:10](Br)=[CH:9][C:8]=1[F:17])=O)C.[F:23][C:24]1[CH:31]=[CH:30][C:27]([CH2:28][NH2:29])=[CH:26][CH:25]=1.C([O-])([O-])=O.[Cs+].[Cs+].CC1(C)C2C(=C(P(C3C=CC=CC=3)C3C=CC=CC=3)C=CC=2)OC2C(P(C3C=CC=CC=3)C3C=CC=CC=3)=CC=CC1=2. Product: [CH2:21]([O:20][C:18](=[O:19])[NH:6][C:7]1[C:12]([N+:13]([O-:15])=[O:14])=[CH:11][C:10]([NH:29][CH2:28][C:27]2[CH:30]=[CH:31][C:24]([F:23])=[CH:25][CH:26]=2)=[CH:9][C:8]=1[F:17])[CH3:22]. The catalyst class is: 62. (3) Product: [CH:15]1([CH2:14][CH2:13][CH2:12][C@@H:8]([C:9]2[O:11][N:41]=[C:36]([CH2:37][CH2:38][O:39][CH3:40])[N:35]=2)[CH2:7][C:6]([O:5][C:1]([CH3:2])([CH3:3])[CH3:4])=[O:21])[CH2:20][CH2:19][CH2:18][CH2:17][CH2:16]1. The catalyst class is: 4. Reactant: [C:1]([O:5][C:6](=[O:21])[CH2:7][C@@H:8]([CH2:12][CH2:13][CH2:14][CH:15]1[CH2:20][CH2:19][CH2:18][CH2:17][CH2:16]1)[C:9]([OH:11])=O)([CH3:4])([CH3:3])[CH3:2].C(N1C=CN=C1)(N1C=CN=C1)=O.O[N:35]=[C:36]([NH2:41])[CH2:37][CH2:38][O:39][CH3:40]. (4) Reactant: [CH:1]1[CH:2]=[CH:3][C:4]([CH:7]([N:15]2[CH2:20][CH2:19][N:18]([CH2:21][CH2:22][O:23][CH2:24][C:25]([OH:27])=[O:26])[CH2:17][CH2:16]2)[C:8]2[CH:9]=[CH:10][C:11]([Cl:14])=[CH:12][CH:13]=2)=[CH:5][CH:6]=1. Product: [CH:1]1[CH:2]=[CH:3][C:4]([CH:7]([N:15]2[CH2:20][CH2:19][N:18]([CH2:21][CH2:22][O:23][CH2:24][C:25]([OH:27])=[O:26])[CH2:17][CH2:16]2)[C:8]2[CH:9]=[CH:10][C:11]([Cl:14])=[CH:12][CH:13]=2)=[CH:5][CH:6]=1.[ClH:14].[ClH:14]. The catalyst class is: 4. (5) Reactant: [CH2:1]([O:8][C:9]1[CH:18]=[CH:17][C:12]([C:13]([NH:15][OH:16])=[NH:14])=[C:11]([F:19])[CH:10]=1)[C:2]1[CH:7]=[CH:6][CH:5]=[CH:4][CH:3]=1.[C:20]([O:24][CH3:25])(=[O:23])[C:21]#[CH:22].C(OCC)(=O)C. Product: [CH2:1]([O:8][C:9]1[CH:18]=[CH:17][C:12]([C:13]([NH:15][O:16][CH:22]=[CH:21][C:20]([O:24][CH3:25])=[O:23])=[NH:14])=[C:11]([F:19])[CH:10]=1)[C:2]1[CH:3]=[CH:4][CH:5]=[CH:6][CH:7]=1. The catalyst class is: 5. (6) Reactant: [NH2:1][C:2]1[CH:3]=[C:4]2[C:9](=[CH:10][CH:11]=1)[NH:8][C:7](=[O:12])[CH:6]=[C:5]2[Cl:13].[N:14]([O-])=O.[Na+].O.O.Cl[Sn]Cl.NN. Product: [Cl:13][C:5]1[C:4]2[C:9](=[CH:10][CH:11]=[C:2]([NH:1][NH2:14])[CH:3]=2)[NH:8][C:7](=[O:12])[CH:6]=1. The catalyst class is: 126.